From a dataset of Reaction yield outcomes from USPTO patents with 853,638 reactions. Predict the reaction yield, written as a fraction of the theoretical maximum amount of product (1.0 means a 100% yield; for example, 0.34 means a 34% yield). The reactants are [CH3:1][N:2]([CH3:11])[C:3]1[CH:8]=[CH:7][CH:6]=[C:5]([CH2:9][CH3:10])[CH:4]=1.[ClH:12].[N:13]([O-])=O.[Na+].NC1C=CC=CC=1. The catalyst is C(O)C.[Fe].C(OCC)C.O. The product is [ClH:12].[ClH:12].[CH3:1][N:2]([CH3:11])[C:3]1[CH:8]=[CH:7][C:6]([NH2:13])=[C:5]([CH2:9][CH3:10])[CH:4]=1. The yield is 0.720.